From a dataset of Experimentally validated miRNA-target interactions with 360,000+ pairs, plus equal number of negative samples. Binary Classification. Given a miRNA mature sequence and a target amino acid sequence, predict their likelihood of interaction. (1) The miRNA is hsa-miR-106b-5p with sequence UAAAGUGCUGACAGUGCAGAU. The protein sequence of the target gene is MATPAVPVSAPPATPTPVPAAAPASVPAPTPAPAAAPVPAAAPASSSDPAAAAAATAAPGQTPASAQAPAQTPAPALPGPALPGPFPGGRVVRLHPVILASIVDSYERRNEGAARVIGTLLGTVDKHSVEVTNCFSVPHNESEDEVAVDMEFAKNMYELHKKVSPNELILGWYATGHDITEHSVLIHEYYSREAPNPIHLTVDTSLQNGRMSIKAYVSTLMGVPGRTMGVMFTPLTVKYAYYDTERIGVDLIMKTCFSPNRVIGLSSDLQQVGGASARIQDALSTVLQYAEDVLSGKVSA.... Result: 1 (interaction). (2) The miRNA is hsa-miR-3677-3p with sequence CUCGUGGGCUCUGGCCACGGCC. The protein sequence of the target gene is MGCTLSAEDKAAVERSKMIDRNLREDGEKAAKEVKLLLLGAGESGKSTIVKQMKIIHEDGYSEDECKQYKVVVYSNTIQSIIAIIRAMGRLKIDFGESARADDARQLFVLAGSAEEGVMTSELAGVIKRLWRDGGVQACFSRSREYQLNDSASYYLNDLDRISQTNYIPTQQDVLRTRVKTTGIVETHFTFKELYFKMFDVGGQRSERKKWIHCFEGVTAIIFCVALSDYDLVLAEDEEMNRMHESMKLFDSICNNKWFTDTSIILFLNKKDLFEEKIKRSPLTICYPEYTGSNTYEEAA.... Result: 0 (no interaction). (3) The miRNA is hsa-miR-26b-5p with sequence UUCAAGUAAUUCAGGAUAGGU. The protein sequence of the target gene is MECDLMETDILESLEDLGYKGPLLEDGALSQAVSAGASSPEFTKLCAWLVSELRVLCKLEENVQATNSPSEAEEFQLEVSGLLGEMNCPYLSLTSGDVTKRLLIQKNCLLLLTYLISELEAARMLCVNAPPKKAQEGGGSEVFQELKGICIALGMSKPPANITMFQFFSGIEKKLKETLAKVPPNHVGKPLLKKPMGPAHWEKIEAINQAIANEYEVRRKLLIKRLDVTVQSFGWSDRAKSQTEKLAKVYQPKRSVLSPKTTISVAHLLAARQDLSKILRTSSGSIREKTACAINKVLMG.... Result: 1 (interaction). (4) The miRNA is mmu-miR-546 with sequence AUGGUGGCACGGAGUC. The protein sequence of the target gene is MLRVIVESASNIPKTKFGKPDPIVSVIFKDEKKKTKKVDNELNPVWNEILEFDLRGIPLDFSSSLGIIVKDFETIGQNKLIGTATVALKDLTGDQSRSLPYKLISLLNEKGQDTGATIDLVIGYDPPSAPHPNDLSGPSVPGMGGDGEEDEGDEDRLDNAVRGPGPKGPVGTVSEAQLARRLTKVKNSRRMLSNKPQDFQIRVRVIEGRQLSGNNIRPVVKVHVCGQTHRTRIKRGNNPFFDELFFYNVNMTPSELMDEIISIRVYNSHSLRADCLMGEFKIDVGFVYDEPGHAVMRKWL.... Result: 0 (no interaction).